Dataset: Catalyst prediction with 721,799 reactions and 888 catalyst types from USPTO. Task: Predict which catalyst facilitates the given reaction. (1) Reactant: C([O:8][C:9]([C:11]1[N:12]=[C:13]([C:37]2[CH:42]=[CH:41][C:40]([F:43])=[CH:39][CH:38]=2)[N:14]([CH2:19][CH2:20][C@@H:21]2[CH2:26][C@H:25]([CH2:27][C:28]([O:30][C:31]([CH3:34])([CH3:33])[CH3:32])=[O:29])[O:24][C:23]([CH3:36])([CH3:35])[O:22]2)[C:15]=1[CH:16]([CH3:18])[CH3:17])=[O:10])C1C=CC=CC=1.[H][H]. Product: [C:31]([O:30][C:28]([CH2:27][C@@H:25]1[O:24][C:23]([CH3:35])([CH3:36])[O:22][C@H:21]([CH2:20][CH2:19][N:14]2[C:15]([CH:16]([CH3:18])[CH3:17])=[C:11]([C:9]([OH:10])=[O:8])[N:12]=[C:13]2[C:37]2[CH:38]=[CH:39][C:40]([F:43])=[CH:41][CH:42]=2)[CH2:26]1)=[O:29])([CH3:33])([CH3:34])[CH3:32]. The catalyst class is: 123. (2) Reactant: [N:1]([CH2:4][C:5]([C:7]1[CH:12]=[CH:11][C:10]([F:13])=[CH:9][CH:8]=1)=[O:6])=[N+]=[N-].[ClH:14]. Product: [ClH:14].[NH2:1][CH2:4][C:5]([C:7]1[CH:12]=[CH:11][C:10]([F:13])=[CH:9][CH:8]=1)=[O:6]. The catalyst class is: 29. (3) Reactant: [OH:1][CH2:2][CH2:3][O:4][C:5]1[C:12]([CH3:13])=[CH:11][C:8]([CH:9]=O)=[CH:7][C:6]=1[CH3:14].[NH2:15][C:16]1[CH:31]=[CH:30][CH:29]=[CH:28][C:17]=1[C:18]([NH:20][C:21]1[CH:26]=[CH:25][C:24]([F:27])=[CH:23][CH:22]=1)=[O:19].S([O-])(O)=O.[Na+].C1(C)C=CC(S(O)(=O)=O)=CC=1. Product: [F:27][C:24]1[CH:25]=[CH:26][C:21]([N:20]2[C:18](=[O:19])[C:17]3[C:16](=[CH:31][CH:30]=[CH:29][CH:28]=3)[N:15]=[C:9]2[C:8]2[CH:11]=[C:12]([CH3:13])[C:5]([O:4][CH2:3][CH2:2][OH:1])=[C:6]([CH3:14])[CH:7]=2)=[CH:22][CH:23]=1. The catalyst class is: 395. (4) Reactant: [Cl:1][C:2]1[CH:10]=[C:9]([C:11]([NH:13][CH:14]([C:16]2[NH:20][C:19]3[CH:21]=[CH:22][C:23]([Cl:25])=[CH:24][C:18]=3[N:17]=2)[CH3:15])=[O:12])[CH:8]=[CH:7][C:3]=1[C:4](O)=[O:5].[C:26]([N:29]1[CH2:34][CH2:33][NH:32][CH2:31][CH2:30]1)(=[O:28])[CH3:27].C(N(C(C)C)CC)(C)C.ClCl. Product: [C:26]([N:29]1[CH2:34][CH2:33][N:32]([C:4]([C:3]2[CH:7]=[CH:8][C:9]([C:11]([NH:13][CH:14]([C:16]3[NH:20][C:19]4[CH:21]=[CH:22][C:23]([Cl:25])=[CH:24][C:18]=4[N:17]=3)[CH3:15])=[O:12])=[CH:10][C:2]=2[Cl:1])=[O:5])[CH2:31][CH2:30]1)(=[O:28])[CH3:27]. The catalyst class is: 16. (5) Reactant: [C:1]([O:4][C:5]1[CH:6]=[C:7]2[C:12](=[CH:13][C:14]=1[O:15][CH3:16])[N:11]=[C:10]([C:17]1[CH:22]=[CH:21][CH:20]=[C:19]([N+:23]([O-])=O)[CH:18]=1)[N:9]=[C:8]2[NH:26][C:27]1[CH:28]=[C:29]2[C:33](=[CH:34][CH:35]=1)[N:32]([C:36]([O:38][C:39]([CH3:42])([CH3:41])[CH3:40])=[O:37])[N:31]=[CH:30]2)(=[O:3])[CH3:2]. The catalyst class is: 19. Product: [C:1]([O:4][C:5]1[CH:6]=[C:7]2[C:12](=[CH:13][C:14]=1[O:15][CH3:16])[N:11]=[C:10]([C:17]1[CH:22]=[CH:21][CH:20]=[C:19]([NH2:23])[CH:18]=1)[N:9]=[C:8]2[NH:26][C:27]1[CH:28]=[C:29]2[C:33](=[CH:34][CH:35]=1)[N:32]([C:36]([O:38][C:39]([CH3:42])([CH3:41])[CH3:40])=[O:37])[N:31]=[CH:30]2)(=[O:3])[CH3:2]. (6) Reactant: [CH3:1][C:2]1([CH3:20])[CH:11]([N:12]2[C:16]([CH:17]=[O:18])=[CH:15][N:14]=[CH:13]2)[C:10]2[C:5](=[CH:6][CH:7]=[CH:8][CH:9]=2)[C:4](=[O:19])[O:3]1.[CH3:21][Mg]Br.C(OCCCC)CCC.CC(C)=O. Product: [OH:18][CH:17]([C:16]1[N:12]([CH:11]2[C:10]3[C:5](=[CH:6][CH:7]=[CH:8][CH:9]=3)[C:4](=[O:19])[O:3][C:2]2([CH3:20])[CH3:1])[CH:13]=[N:14][CH:15]=1)[CH3:21]. The catalyst class is: 20.